From a dataset of Forward reaction prediction with 1.9M reactions from USPTO patents (1976-2016). Predict the product of the given reaction. (1) Given the reactants [O:1]=[C:2]1[NH:7][CH:6]=[N:5][C:4]2[C:8]([C:11]#[N:12])=[CH:9][NH:10][C:3]1=2.[Br:13]N1C(=O)CCC1=O.O, predict the reaction product. The product is: [Br:13][C:9]1[NH:10][C:3]2[C:2](=[O:1])[NH:7][CH:6]=[N:5][C:4]=2[C:8]=1[C:11]#[N:12]. (2) Given the reactants ClCCl.[Cl:4][C:5]1[CH:10]=[CH:9][C:8]([S:11]([CH:14]([C:24]2[CH:29]=[C:28]([F:30])[CH:27]=[CH:26][C:25]=2[F:31])[CH2:15][CH2:16][C:17]([O:19]C(C)(C)C)=[O:18])(=[O:13])=[O:12])=[CH:7][CH:6]=1.FC(F)(F)C(O)=O, predict the reaction product. The product is: [Cl:4][C:5]1[CH:6]=[CH:7][C:8]([S:11]([CH:14]([C:24]2[CH:29]=[C:28]([F:30])[CH:27]=[CH:26][C:25]=2[F:31])[CH2:15][CH2:16][C:17]([OH:19])=[O:18])(=[O:13])=[O:12])=[CH:9][CH:10]=1. (3) The product is: [N:44]([C:2]1[C:7]([C:8](=[O:42])[CH2:9][N:10]([CH2:33][C:34]2[CH:35]=[C:36]([F:41])[CH:37]=[C:38]([F:40])[CH:39]=2)[C:11]([C:13]2[CH:14]=[N:15][N:16]([C@H:22]3[CH2:23][CH2:24][C@H:25]([C:28]([O:30][CH2:31][CH3:32])=[O:29])[CH2:26][CH2:27]3)[C:17]=2[C:18]([F:20])([F:21])[F:19])=[O:12])=[C:6]([Cl:43])[CH:5]=[CH:4][N:3]=1)=[N+:45]=[N-:46]. Given the reactants Cl[C:2]1[C:7]([C:8](=[O:42])[CH2:9][N:10]([CH2:33][C:34]2[CH:39]=[C:38]([F:40])[CH:37]=[C:36]([F:41])[CH:35]=2)[C:11]([C:13]2[CH:14]=[N:15][N:16]([C@H:22]3[CH2:27][CH2:26][C@H:25]([C:28]([O:30][CH2:31][CH3:32])=[O:29])[CH2:24][CH2:23]3)[C:17]=2[C:18]([F:21])([F:20])[F:19])=[O:12])=[C:6]([Cl:43])[CH:5]=[CH:4][N:3]=1.[N-:44]=[N+:45]=[N-:46].[Na+], predict the reaction product. (4) Given the reactants [O:1]=[C:2]([OH:14])[C@@H:3]([C@H:5]([C@@H:7]([C@@H:9]([C:11]([O-:13])=[O:12])[OH:10])O)[OH:6])[OH:4].[K+].[CH3:16][O-].[Na+], predict the reaction product. The product is: [CH3:16][O:13][C:11]([C@@H:9]([OH:10])[C@H:7]1[O:14][C:2](=[O:1])[C@H:3]([OH:4])[C@H:5]1[OH:6])=[O:12]. (5) Given the reactants [BH4-].[Na+].CO.[CH3:5][O:6][C:7](=[O:32])[CH2:8][CH2:9][CH2:10][CH2:11][CH2:12][CH2:13][N:14]1[CH:19](/[CH:20]=[CH:21]/[C:22](=[O:30])[CH2:23][C:24]2[CH:29]=[CH:28][CH:27]=[CH:26][CH:25]=2)[CH2:18][CH2:17][CH2:16][C:15]1=[O:31], predict the reaction product. The product is: [CH3:5][O:6][C:7](=[O:32])[CH2:8][CH2:9][CH2:10][CH2:11][CH2:12][CH2:13][N:14]1[C:15](=[O:31])[CH2:16][CH2:17][CH2:18][CH:19]1/[CH:20]=[CH:21]/[CH:22]([OH:30])[CH2:23][C:24]1[CH:29]=[CH:28][CH:27]=[CH:26][CH:25]=1. (6) Given the reactants [N+:1]([C:4]1[C:9]([CH3:10])=[CH:8][C:7]([CH3:11])=[C:6]([C:12]([O:14][CH2:15][CH3:16])=[O:13])[C:5]=1[CH3:17])([O-])=O, predict the reaction product. The product is: [NH2:1][C:4]1[C:9]([CH3:10])=[CH:8][C:7]([CH3:11])=[C:6]([C:12]([O:14][CH2:15][CH3:16])=[O:13])[C:5]=1[CH3:17]. (7) Given the reactants [F:1][C:2]1[CH:3]=[CH:4][C:5]2=[C:6]([CH:33]=1)[O:7][CH2:8][C:9]1[CH:19]=[C:18]([CH2:20][N:21]3[C:25]4[CH:26]=[CH:27][CH:28]=[C:29]([OH:30])[C:24]=4[N:23]=[C:22]3[CH2:31][OH:32])[CH:17]=[CH:16][C:10]=1/[C:11]/2=[C:12](/[CH3:15])\[C:13]#[N:14].N1C(C)=CC=CC=1C.FC(F)(F)S(O[Si:48]([C:51]([CH3:54])([CH3:53])[CH3:52])([CH3:50])[CH3:49])(=O)=O.C(=O)([O-])O.[Na+].C(=O)([O-])[O-].[K+].[K+], predict the reaction product. The product is: [O:32]([CH2:31][C:22]1[N:21]([CH2:20][C:18]2[CH:17]=[CH:16][C:10]3/[C:11](=[C:12](/[CH3:15])\[C:13]#[N:14])/[C:5]4[CH:4]=[CH:3][C:2]([F:1])=[CH:33][C:6]=4[O:7][CH2:8][C:9]=3[CH:19]=2)[C:25]2[CH:26]=[CH:27][CH:28]=[C:29]([OH:30])[C:24]=2[N:23]=1)[Si:48]([C:51]([CH3:54])([CH3:53])[CH3:52])([CH3:50])[CH3:49]. (8) Given the reactants [NH:1]1[C:9]2[C:4](=[CH:5][CH:6]=[CH:7][CH:8]=2)[C:3]2([C:21]3[C:12](=[CH:13][C:14]4OC[CH2:17][O:16][C:15]=4[CH:20]=3)[O:11][CH2:10]2)[C:2]1=[O:22].N1C2C(=CC=CC=2)[C@@]2(C3C(=CC4OCCOC=4C=3)[O:33][CH2:32]2)C1=O.Cl[CH2:46][C:47]1[O:51][N:50]=[C:49]([C:52]2[CH:53]=[N:54][CH:55]=[CH:56][CH:57]=2)[CH:48]=1.BrCCCCC, predict the reaction product. The product is: [N:54]1[CH:55]=[CH:56][CH:57]=[C:52]([C:49]2[CH:48]=[C:47]([CH2:46][N:1]3[C:9]4[C:4](=[CH:5][CH:6]=[CH:7][CH:8]=4)[C:3]4([C:21]5[C:12](=[CH:13][C:14]6[CH2:32][O:33][CH2:17][O:16][C:15]=6[CH:20]=5)[O:11][CH2:10]4)[C:2]3=[O:22])[O:51][N:50]=2)[CH:53]=1. (9) Given the reactants [O:1]([C:8]1[CH:13]=[CH:12][C:11]([NH:14][C:15]2[N:20]=[CH:19][N:18]=[C:17]([NH:21][C:22]3[CH:23]=[C:24]([CH:28]=[CH:29][CH:30]=3)[C:25](O)=[O:26])[CH:16]=2)=[CH:10][CH:9]=1)[C:2]1[CH:7]=[CH:6][CH:5]=[CH:4][CH:3]=1.[CH3:31][NH:32][O:33][CH3:34].Cl.CCN=C=NCCCN(C)C.Cl.C1C=CC2N(O)N=NC=2C=1.CCN(C(C)C)C(C)C, predict the reaction product. The product is: [CH3:34][O:33][N:32]([CH3:31])[C:25](=[O:26])[C:24]1[CH:28]=[CH:29][CH:30]=[C:22]([NH:21][C:17]2[CH:16]=[C:15]([NH:14][C:11]3[CH:12]=[CH:13][C:8]([O:1][C:2]4[CH:3]=[CH:4][CH:5]=[CH:6][CH:7]=4)=[CH:9][CH:10]=3)[N:20]=[CH:19][N:18]=2)[CH:23]=1.